This data is from Reaction yield outcomes from USPTO patents with 853,638 reactions. The task is: Predict the reaction yield, written as a fraction of the theoretical maximum amount of product (1.0 means a 100% yield; for example, 0.34 means a 34% yield). (1) The reactants are [C:1]([O:5][C:6]([NH:8][CH2:9][C@H:10]([OH:48])[CH2:11][NH:12][CH2:13][C@@H:14]1[C@H:17]([NH:18][C:19](=[O:46])/[C:20](=[N:34]\[O:35][C:36]([CH3:45])([CH3:44])[C:37]([O:39][C:40]([CH3:43])([CH3:42])[CH3:41])=[O:38])/[C:21]2[N:22]=[C:23]([NH:26][C:27]([O:29][C:30]([CH3:33])([CH3:32])[CH3:31])=[O:28])[S:24][CH:25]=2)[C:16](=[O:47])[NH:15]1)=[O:7])([CH3:4])([CH3:3])[CH3:2].C1N=CN([C:54](N2C=NC=C2)=[O:55])C=1. The catalyst is C(Cl)Cl. The product is [C:1]([O:5][C:6]([NH:8][CH2:9][C@@H:10]1[O:48][C:54](=[O:55])[N:12]([CH2:13][C@@H:14]2[C@H:17]([NH:18][C:19](=[O:46])/[C:20](=[N:34]\[O:35][C:36]([CH3:45])([CH3:44])[C:37]([O:39][C:40]([CH3:43])([CH3:42])[CH3:41])=[O:38])/[C:21]3[N:22]=[C:23]([NH:26][C:27]([O:29][C:30]([CH3:31])([CH3:32])[CH3:33])=[O:28])[S:24][CH:25]=3)[C:16](=[O:47])[NH:15]2)[CH2:11]1)=[O:7])([CH3:2])([CH3:3])[CH3:4]. The yield is 0.410. (2) The reactants are Br[C:2]1[CH:3]=[C:4]([CH:6]=[C:7]([C:9]([F:12])([F:11])[F:10])[CH:8]=1)[NH2:5].[CH3:13][C:14]1[N:15]=[CH:16][NH:17][CH:18]=1.C([O-])([O-])=O.[K+].[K+].OC1C=CC=C2C=1N=CC=C2.N. The catalyst is CS(C)=O.[Cu]I.CCOC(C)=O.O. The product is [CH3:13][C:14]1[N:15]=[CH:16][N:17]([C:2]2[CH:3]=[C:4]([CH:6]=[C:7]([C:9]([F:12])([F:11])[F:10])[CH:8]=2)[NH2:5])[CH:18]=1. The yield is 0.591. (3) The reactants are C(O[BH-](OC(=O)C)OC(=O)C)(=O)C.[Na+].COC1C=CC([C@@H:23]([NH:25][C@@H:26]2[C:35]3[N:34]=[CH:33][CH:32]=[CH:31][C:30]=3[CH2:29][CH2:28][CH2:27]2)C)=CC=1.C=O.FC(F)(F)C(O)=O.[C:45]([OH:50])(=[O:49])[C:46]([OH:48])=[O:47]. The catalyst is ClCCl.C(O)(C)C.O. The product is [C:45]([OH:50])(=[O:49])[C:46]([OH:48])=[O:47].[CH3:23][NH:25][C@@H:26]1[C:35]2[N:34]=[CH:33][CH:32]=[CH:31][C:30]=2[CH2:29][CH2:28][CH2:27]1. The yield is 0.550.